Dataset: Reaction yield outcomes from USPTO patents with 853,638 reactions. Task: Predict the reaction yield, written as a fraction of the theoretical maximum amount of product (1.0 means a 100% yield; for example, 0.34 means a 34% yield). (1) The reactants are CCCCCC.C([Li])CCC.CO[B:14]([O:17]C)[O:15]C.Cl.CCCCCC.Br[C:27]1[C:32]2[O:33][C:34]3[CH:39]=[CH:38][CH:37]=[CH:36][C:35]=3[C:31]=2[CH:30]=[CH:29][CH:28]=1. The catalyst is O1CCCC1. The product is [CH:30]1[C:31]2[C:35]3[CH:36]=[CH:37][CH:38]=[CH:39][C:34]=3[O:33][C:32]=2[C:27]([B:14]([OH:15])[OH:17])=[CH:28][CH:29]=1. The yield is 0.800. (2) The product is [N+:1]([CH2:3][C:4]([N:8]1[CH2:13][CH2:12][O:11][CH2:10][CH2:9]1)=[O:5])#[C-:2]. The reactants are [N+:1]([CH2:3][C:4](OC)=[O:5])#[C-:2].[NH:8]1[CH2:13][CH2:12][O:11][CH2:10][CH2:9]1. The yield is 0.580. No catalyst specified. (3) The reactants are [CH3:1][C:2]1[C:6]([CH3:7])=[C:5]([NH:8][C:9](=[O:16])OCC(Cl)(Cl)Cl)[O:4][N:3]=1.[F:17][C:18]1[C:23]([F:24])=[CH:22][CH:21]=[CH:20][C:19]=1[C:25]1[N:30]=[C:29]([N:31]2[CH2:36][CH2:35][NH:34][CH2:33][CH2:32]2)[CH:28]=[CH:27][N:26]=1.C(N(C(C)C)CC)(C)C.O. The catalyst is CS(C)=O. The product is [F:17][C:18]1[C:23]([F:24])=[CH:22][CH:21]=[CH:20][C:19]=1[C:25]1[N:30]=[C:29]([N:31]2[CH2:36][CH2:35][N:34]([C:9]([NH:8][C:5]3[O:4][N:3]=[C:2]([CH3:1])[C:6]=3[CH3:7])=[O:16])[CH2:33][CH2:32]2)[CH:28]=[CH:27][N:26]=1. The yield is 0.180. (4) The reactants are [CH3:1][O:2][C:3]1[CH:4]=[C:5]2[C:10](=[CH:11][C:12]=1[O:13][CH3:14])[N:9]=[CH:8][N:7]=[C:6]2[CH:15]1[CH2:20][CH2:19][NH:18][CH2:17][CH2:16]1.[CH3:21][N:22]([CH3:32])[C:23]1[CH:28]=[CH:27][C:26]([N:29]=[C:30]=[O:31])=[CH:25][CH:24]=1. The catalyst is CN(C=O)C. The product is [CH3:21][N:22]([CH3:32])[C:23]1[CH:28]=[CH:27][C:26]([NH:29][C:30]([N:18]2[CH2:19][CH2:20][CH:15]([C:6]3[C:5]4[C:10](=[CH:11][C:12]([O:13][CH3:14])=[C:3]([O:2][CH3:1])[CH:4]=4)[N:9]=[CH:8][N:7]=3)[CH2:16][CH2:17]2)=[O:31])=[CH:25][CH:24]=1. The yield is 0.440. (5) The reactants are [NH:1]1[CH2:6][CH2:5][CH:4]([O:7][C:8]2[CH:9]=[CH:10][C:11]3[N:15]=[CH:14][N:13]([C:16]4[S:20][C:19]([C:21]([O:23]C)=O)=[C:18]([O:25][C@@H:26]([C:28]5[CH:33]=[CH:32][CH:31]=[CH:30][C:29]=5[C:34]([F:37])([F:36])[F:35])[CH3:27])[CH:17]=4)[C:12]=3[CH:38]=2)[CH2:3][CH2:2]1.CO.[NH3:41]. No catalyst specified. The product is [NH:1]1[CH2:6][CH2:5][CH:4]([O:7][C:8]2[CH:9]=[CH:10][C:11]3[N:15]=[CH:14][N:13]([C:16]4[S:20][C:19]([C:21]([NH2:41])=[O:23])=[C:18]([O:25][C@@H:26]([C:28]5[CH:33]=[CH:32][CH:31]=[CH:30][C:29]=5[C:34]([F:37])([F:35])[F:36])[CH3:27])[CH:17]=4)[C:12]=3[CH:38]=2)[CH2:3][CH2:2]1. The yield is 0.860.